Task: Predict the reactants needed to synthesize the given product.. Dataset: Full USPTO retrosynthesis dataset with 1.9M reactions from patents (1976-2016) Given the product [F:1][C:2]([F:21])([CH2:16][CH2:17][CH3:18])[CH2:3][O:4][C:5]1[CH:10]=[C:9]([CH3:11])[C:8]([NH2:12])=[CH:7][C:6]=1[CH3:15], predict the reactants needed to synthesize it. The reactants are: [F:1][C:2]([F:21])([CH2:16][C:17](C)(C)[CH3:18])[CH2:3][O:4][C:5]1[CH:10]=[C:9]([CH3:11])[C:8]([N+:12]([O-])=O)=[CH:7][C:6]=1[CH3:15].[H][H].